This data is from Forward reaction prediction with 1.9M reactions from USPTO patents (1976-2016). The task is: Predict the product of the given reaction. (1) The product is: [CH3:1][C:2]1([CH3:12])[O:6][C:5](=[CH:7][C:8]([N:19]([CH2:18][C:17]2[CH:22]=[CH:23][C:14]([F:13])=[CH:15][CH:16]=2)[O:20][CH3:21])=[O:9])[C:4](=[O:11])[O:3]1. Given the reactants [CH3:1][C:2]1([CH3:12])[O:6][C:5](=[CH:7][C:8](Cl)=[O:9])[C:4](=[O:11])[O:3]1.[F:13][C:14]1[CH:23]=[CH:22][C:17]([CH2:18][NH:19][O:20][CH3:21])=[CH:16][CH:15]=1.N1C=CC=CC=1, predict the reaction product. (2) Given the reactants [CH3:1][N:2]1[CH:6]=[C:5]([N+:7]([O-])=O)[N:4]=[C:3]1[C:10]([O:12][CH2:13][CH3:14])=[O:11].[H][H], predict the reaction product. The product is: [NH2:7][C:5]1[N:4]=[C:3]([C:10]([O:12][CH2:13][CH3:14])=[O:11])[N:2]([CH3:1])[CH:6]=1. (3) Given the reactants C(N(CC)CC)C.[Cl:8][C:9]1[CH:10]=[C:11]([C:19]([OH:21])=O)[C:12]2[O:17][CH2:16][CH2:15][O:14][C:13]=2[CH:18]=1.ClC(OCC)=O.[NH2:28][CH2:29][C@@H:30]1[CH2:35][CH2:34][N:33]([C:36]([O:38][CH2:39][CH3:40])=[O:37])[CH2:32][C@H:31]1[O:41][CH2:42][CH3:43], predict the reaction product. The product is: [Cl:8][C:9]1[CH:10]=[C:11]([C:19]([NH:28][CH2:29][C@@H:30]2[CH2:35][CH2:34][N:33]([C:36]([O:38][CH2:39][CH3:40])=[O:37])[CH2:32][C@H:31]2[O:41][CH2:42][CH3:43])=[O:21])[C:12]2[O:17][CH2:16][CH2:15][O:14][C:13]=2[CH:18]=1. (4) Given the reactants Br[C:2]1[CH:3]=[C:4]2[C:9](=[CH:10][CH:11]=1)[C:8](=[O:12])[NH:7][N:6]=[C:5]2[Cl:13].[NH2:14][CH2:15][C:16]1[CH:17]=[C:18]([N:22]([CH3:24])[CH3:23])[CH:19]=[CH:20][CH:21]=1.C1C=CC(P(C2C(C3C(P(C4C=CC=CC=4)C4C=CC=CC=4)=CC=C4C=3C=CC=C4)=C3C(C=CC=C3)=CC=2)C2C=CC=CC=2)=CC=1.CC([O-])(C)C.[Na+], predict the reaction product. The product is: [Cl:13][C:5]1[C:4]2[C:9](=[CH:10][CH:11]=[C:2]([NH:14][CH2:15][C:16]3[CH:21]=[CH:20][CH:19]=[C:18]([N:22]([CH3:24])[CH3:23])[CH:17]=3)[CH:3]=2)[C:8](=[O:12])[NH:7][N:6]=1. (5) Given the reactants [CH3:1][N:2]1[CH2:15][CH2:14][C:5]2[NH:6][C:7]3[CH:8]=[CH:9][C:10]([CH3:13])=[CH:11][C:12]=3[C:4]=2[CH2:3]1.[H-].[Na+].[CH3:18][C:19]1([C:22]2[CH:27]=[N:26][CH:25]=[CH:24][N:23]=2)[CH2:21][O:20]1.O, predict the reaction product. The product is: [CH3:1][N:2]1[CH2:15][CH2:14][C:5]2[N:6]([CH2:18][C:19]([C:22]3[CH:27]=[N:26][CH:25]=[CH:24][N:23]=3)([OH:20])[CH3:21])[C:7]3[CH:8]=[CH:9][C:10]([CH3:13])=[CH:11][C:12]=3[C:4]=2[CH2:3]1. (6) The product is: [F:33][C:30]1[CH:31]=[CH:32][C:27]([C:26]2[N:22]([CH2:21][CH2:20][CH2:19][NH:18][C:9]([NH2:10])=[NH:8])[C:23](=[N:34][C:35]3[CH:40]=[CH:39][C:38]([F:41])=[CH:37][CH:36]=3)[S:24][CH:25]=2)=[CH:28][CH:29]=1. Given the reactants C(OC([NH:8][C:9]([NH:18][CH2:19][CH2:20][CH2:21][N:22]1[C:26]([C:27]2[CH:32]=[CH:31][C:30]([F:33])=[CH:29][CH:28]=2)=[CH:25][S:24][C:23]1=[N:34][C:35]1[CH:40]=[CH:39][C:38]([F:41])=[CH:37][CH:36]=1)=[N:10]C(OC(C)(C)C)=O)=O)(C)(C)C.Cl, predict the reaction product. (7) Given the reactants Cl.[NH:2]1[C:7]2[N:8]=[CH:9][CH:10]=[CH:11][C:6]=2[C:5]2([CH2:16][CH2:15][NH:14][CH2:13][CH2:12]2)[O:4][C:3]1=[O:17].ClC1N=CN=C(N[C:26]2[CH:35]=[C:34]([CH3:36])[C:29]3[NH:30][C:31](=[O:33])[O:32][C:28]=3[CH:27]=2)C=1.[CH3:37][CH2:38][N:39](C(C)C)C(C)C.[CH3:46][N:47]([CH:49]=[O:50])C, predict the reaction product. The product is: [CH3:36][C:34]1[C:29]2[NH:30][C:31](=[O:33])[O:32][C:28]=2[CH:27]=[C:26]([O:50][C:49]2[N:47]=[CH:46][N:39]=[C:38]([N:14]3[CH2:13][CH2:12][C:5]4([O:4][C:3](=[O:17])[NH:2][C:7]5[N:8]=[CH:9][CH:10]=[CH:11][C:6]4=5)[CH2:16][CH2:15]3)[CH:37]=2)[CH:35]=1.